This data is from Full USPTO retrosynthesis dataset with 1.9M reactions from patents (1976-2016). The task is: Predict the reactants needed to synthesize the given product. Given the product [NH2:1][C:2](=[N:23][O:24]/[C:31](=[CH:30]/[C:28]([O:27][CH2:25][CH3:26])=[O:29])/[C:32]([O:34][CH2:35][CH3:36])=[O:33])[CH:3]([N:11]([C:12]([O:13][CH2:14][C:15]1[CH:16]=[CH:17][CH:18]=[CH:19][CH:20]=1)=[O:21])[CH3:22])[CH:4]1[CH2:8][CH2:7][CH:6]([CH2:9][OH:10])[CH2:5]1, predict the reactants needed to synthesize it. The reactants are: [NH2:1][C:2](=[N:23][OH:24])[CH:3]([N:11]([CH3:22])[C:12](=[O:21])[O:13][CH2:14][C:15]1[CH:20]=[CH:19][CH:18]=[CH:17][CH:16]=1)[CH:4]1[CH2:8][CH2:7][CH:6]([CH2:9][OH:10])[CH2:5]1.[CH2:25]([O:27][C:28]([C:30]#[C:31][C:32]([O:34][CH2:35][CH3:36])=[O:33])=[O:29])[CH3:26].